This data is from Full USPTO retrosynthesis dataset with 1.9M reactions from patents (1976-2016). The task is: Predict the reactants needed to synthesize the given product. (1) Given the product [NH2:15][C:10]1[N:11]=[C:12]([CH3:14])[N:13]=[C:8]([C:7]2[C:2]([NH:18][C:19]3[CH:20]=[C:21]([NH:26][S:27]([CH3:30])(=[O:29])=[O:28])[C:22]([Cl:25])=[N:23][CH:24]=3)=[N:3][CH:4]=[C:5]([O:16][CH3:17])[CH:6]=2)[N:9]=1, predict the reactants needed to synthesize it. The reactants are: F[C:2]1[C:7]([C:8]2[N:13]=[C:12]([CH3:14])[N:11]=[C:10]([NH2:15])[N:9]=2)=[CH:6][C:5]([O:16][CH3:17])=[CH:4][N:3]=1.[NH2:18][C:19]1[CH:20]=[C:21]([NH:26][S:27]([CH3:30])(=[O:29])=[O:28])[C:22]([Cl:25])=[N:23][CH:24]=1.C[Si]([N-][Si](C)(C)C)(C)C.[Na+].[NH4+].[Cl-]. (2) The reactants are: C([N:8]1[CH2:12][CH2:11][C:10]([C:17]2[CH:22]=[C:21]([Cl:23])[C:20]([F:24])=[C:19]([Cl:25])[CH:18]=2)([C:13]([F:16])([F:15])[F:14])[CH2:9]1)C1C=CC=CC=1.ClC(OC(Cl)C)=O.O. Given the product [Cl:25][C:19]1[CH:18]=[C:17]([C:10]2([C:13]([F:16])([F:15])[F:14])[CH2:11][CH2:12][NH:8][CH2:9]2)[CH:22]=[C:21]([Cl:23])[C:20]=1[F:24], predict the reactants needed to synthesize it. (3) Given the product [CH2:12]([N:10]1[CH:4]([CH3:3])[CH2:5][CH2:6][CH2:7][CH2:8][C:9]1=[O:11])[C:13]1[CH:18]=[CH:17][CH:16]=[CH:15][CH:14]=1, predict the reactants needed to synthesize it. The reactants are: [H-].[Na+].[CH3:3][CH:4]1[NH:10][C:9](=[O:11])[CH2:8][CH2:7][CH2:6][CH2:5]1.[CH2:12](Br)[C:13]1[CH:18]=[CH:17][CH:16]=[CH:15][CH:14]=1. (4) Given the product [CH2:1]([C:3]1[C:11]2[C:6](=[CH:7][CH:8]=[CH:9][C:10]=2[NH:12][C:13]([C:15]2[N:19]3[CH:20]=[CH:21][CH:22]=[CH:23][C:18]3=[N:17][CH:16]=2)=[O:14])[N:5]([CH2:24][C:25]2[N:26]=[C:27]([O:31][CH2:37][CH2:38][NH:39][C:40](=[O:41])[O:42][C:43]([CH3:46])([CH3:45])[CH3:44])[CH:28]=[CH:29][CH:30]=2)[N:4]=1)[CH3:2], predict the reactants needed to synthesize it. The reactants are: [CH2:1]([C:3]1[C:11]2[C:6](=[CH:7][CH:8]=[CH:9][C:10]=2[NH:12][C:13]([C:15]2[N:19]3[CH:20]=[CH:21][CH:22]=[CH:23][C:18]3=[N:17][CH:16]=2)=[O:14])[N:5]([CH2:24][C:25]2[CH:30]=[CH:29][CH:28]=[C:27]([OH:31])[N:26]=2)[N:4]=1)[CH3:2].CS(O[CH2:37][CH2:38][NH:39][C:40]([O:42][C:43]([CH3:46])([CH3:45])[CH3:44])=[O:41])(=O)=O.C(=O)([O-])[O-].[Cs+].[Cs+].